Dataset: Full USPTO retrosynthesis dataset with 1.9M reactions from patents (1976-2016). Task: Predict the reactants needed to synthesize the given product. (1) Given the product [Cl-:1].[O:22]=[C:14]([C:9]1([C:4]2[CH:5]=[CH:6][CH:7]=[CH:2][CH:3]=2)[CH2:11][CH2:12][CH2:13]1)[CH2:15][NH+:16]1[CH2:17][CH2:18][CH2:19][CH2:20][CH2:21]1, predict the reactants needed to synthesize it. The reactants are: [Cl:1][C:2]1[CH:3]=[C:4]([C:9]2([C:14](=[O:22])[CH2:15][N:16]3[CH2:21][CH2:20][CH2:19][CH2:18][CH2:17]3)[CH2:13][CH2:12][CH2:11]C2)[CH:5]=[CH:6][C:7]=1Cl.Cl. (2) Given the product [CH3:1][N:2]1[C:10]2[CH:9]=[CH:8][CH:7]=[CH:6][C:5]=2[C:4]2[CH2:11][N:12]([CH2:17][CH2:16][C:15]#[N:18])[CH2:13][CH2:14][C:3]1=2, predict the reactants needed to synthesize it. The reactants are: [CH3:1][N:2]1[C:10]2[CH:9]=[CH:8][CH:7]=[CH:6][C:5]=2[C:4]2[CH2:11][NH:12][CH2:13][CH2:14][C:3]1=2.[C:15](#[N:18])[CH:16]=[CH2:17]. (3) Given the product [CH3:3][O:4][C:5]1[N:10]2[N:11]=[CH:12][CH:13]=[C:9]2[C:8]([C:14]([OH:1])=[O:15])=[CH:7][CH:6]=1, predict the reactants needed to synthesize it. The reactants are: [OH-:1].[Na+].[CH3:3][O:4][C:5]1[N:10]2[N:11]=[CH:12][CH:13]=[C:9]2[C:8]([CH:14]=[O:15])=[CH:7][CH:6]=1. (4) Given the product [NH2:8][C:9]1[CH:14]=[CH:13][CH:12]=[CH:11][C:10]=1[C:19]1[N:23]([CH2:24][CH:25]([CH3:27])[CH3:26])[C:22]([CH2:28][CH2:29][CH2:30][CH3:31])=[N:21][C:20]=1[C:32]#[N:33], predict the reactants needed to synthesize it. The reactants are: O.C(=O)([O-])[O-].[Na+].[Na+].[NH2:8][C:9]1[CH:14]=[CH:13][CH:12]=[CH:11][C:10]=1B(O)O.Br[C:19]1[N:23]([CH2:24][CH:25]([CH3:27])[CH3:26])[C:22]([CH2:28][CH2:29][CH2:30][CH3:31])=[N:21][C:20]=1[C:32]#[N:33]. (5) Given the product [Cl:1][C:2]1[CH:7]=[CH:6][C:5]([C:8](=[O:18])[NH:9][CH2:10][C:11]2[CH:16]=[CH:15][CH:14]=[C:13]([Cl:17])[CH:12]=2)=[CH:4][C:3]=1[NH:19][C:20]([C:22]1[C:35](=[O:36])[NH:34][C:25]2[N:26]=[C:27]([NH:38][CH:39]3[CH2:44][CH2:43][CH:42]([OH:45])[CH2:41][CH2:40]3)[N:28]=[CH:29][C:24]=2[CH:23]=1)=[O:21], predict the reactants needed to synthesize it. The reactants are: [Cl:1][C:2]1[CH:7]=[CH:6][C:5]([C:8](=[O:18])[NH:9][CH2:10][C:11]2[CH:16]=[CH:15][CH:14]=[C:13]([Cl:17])[CH:12]=2)=[CH:4][C:3]=1[NH:19][C:20]([C:22]1[C:35](=[O:36])[NH:34][C:25]2[N:26]=[C:27](S(C)(=O)=O)[N:28]=[CH:29][C:24]=2[CH:23]=1)=[O:21].Cl.[NH2:38][C@@H:39]1[CH2:44][CH2:43][C@H:42]([OH:45])[CH2:41][CH2:40]1.C(N(CC)CC)C.CN(C=O)C.